This data is from Reaction yield outcomes from USPTO patents with 853,638 reactions. The task is: Predict the reaction yield, written as a fraction of the theoretical maximum amount of product (1.0 means a 100% yield; for example, 0.34 means a 34% yield). The reactants are Cl[C:2]1[N:11]=[C:10]([C:12]2[O:13][CH:14]=[CH:15][CH:16]=2)[C:9]([C:17]2[CH:22]=[CH:21][N:20]=[CH:19][N:18]=2)=[CH:8][C:3]=1[C:4](OC)=[O:5].O.[NH2:24][NH2:25]. The catalyst is C(O)C. The product is [O:13]1[CH:14]=[CH:15][CH:16]=[C:12]1[C:10]1[N:11]=[C:2]2[NH:24][NH:25][C:4](=[O:5])[C:3]2=[CH:8][C:9]=1[C:17]1[CH:22]=[CH:21][N:20]=[CH:19][N:18]=1. The yield is 0.920.